This data is from Catalyst prediction with 721,799 reactions and 888 catalyst types from USPTO. The task is: Predict which catalyst facilitates the given reaction. (1) Reactant: [CH2:1]([O:8][C:9]([NH:11][C:12]([CH3:18])([CH2:16][F:17])[C:13](O)=[O:14])=[O:10])[C:2]1[CH:7]=[CH:6][CH:5]=[CH:4][CH:3]=1.C(N(CC)CC)C.ClC(OCC)=O.[BH4-].[Na+]. Product: [F:17][CH2:16][C:12]([NH:11][C:9](=[O:10])[O:8][CH2:1][C:2]1[CH:7]=[CH:6][CH:5]=[CH:4][CH:3]=1)([CH3:18])[CH2:13][OH:14]. The catalyst class is: 20. (2) Reactant: [CH3:1][O:2][C:3]([C:5]1([NH:18][C:19](=[O:28])[C:20]2[CH:25]=[CH:24][CH:23]=[C:22]([CH3:26])[C:21]=2[OH:27])[CH2:16][C:15]2[C:17]3[C:11]([CH:12]=[CH:13][CH:14]=2)=[CH:10][CH:9]=[CH:8][C:7]=3[CH2:6]1)=[O:4].C([O-])([O-])=O.[Cs+].[Cs+].Br[CH:36]([CH3:38])[CH3:37]. Product: [CH3:1][O:2][C:3]([C:5]1([NH:18][C:19](=[O:28])[C:20]2[CH:25]=[CH:24][CH:23]=[C:22]([CH3:26])[C:21]=2[O:27][CH:36]([CH3:38])[CH3:37])[CH2:6][C:7]2[C:17]3[C:11]([CH:10]=[CH:9][CH:8]=2)=[CH:12][CH:13]=[CH:14][C:15]=3[CH2:16]1)=[O:4]. The catalyst class is: 3. (3) Reactant: [Zn:1].[Br:2]CCBr.Cl[Si](C)(C)C.Br[CH:12]([C:14]1[CH:19]=[CH:18][CH:17]=[CH:16][CH:15]=1)[CH3:13]. Product: [Br-:2].[C:14]1([CH:12]([Zn+:1])[CH3:13])[CH:19]=[CH:18][CH:17]=[CH:16][CH:15]=1. The catalyst class is: 1.